From a dataset of Catalyst prediction with 721,799 reactions and 888 catalyst types from USPTO. Predict which catalyst facilitates the given reaction. Reactant: C1C(=O)N([Br:8])C(=O)C1.C(O)=O.[NH2:12][C:13]1[N:18]2[N:19]=[CH:20][C:21]([C:22]3[CH:23]=[N:24][C:25]4[C:30]([CH:31]=3)=[CH:29][CH:28]=[CH:27][CH:26]=4)=[C:17]2[N:16]=[C:15]([N:32]2[CH2:38][CH2:37][C:36](=[O:39])[NH:35][CH2:34][CH2:33]2)[CH:14]=1. Product: [NH2:12][C:13]1[N:18]2[N:19]=[CH:20][C:21]([C:22]3[CH:23]=[N:24][C:25]4[C:30]([CH:31]=3)=[CH:29][CH:28]=[CH:27][CH:26]=4)=[C:17]2[N:16]=[C:15]([N:32]2[CH2:38][CH2:37][C:36](=[O:39])[NH:35][CH2:34][CH2:33]2)[C:14]=1[Br:8]. The catalyst class is: 23.